From a dataset of Forward reaction prediction with 1.9M reactions from USPTO patents (1976-2016). Predict the product of the given reaction. (1) Given the reactants [Cl:1][C:2]1[CH:3]=[C:4]([NH:9][C:10]([N:12]=[C:13]2[NH:17][C:16](=[O:18])[C:15](=[O:19])[N:14]2[CH:20]([CH3:22])[CH3:21])=[NH:11])[CH:5]=[CH:6][C:7]=1[Cl:8].[C:23](O[C:23]([O:25][C:26]([CH3:29])([CH3:28])[CH3:27])=[O:24])([O:25][C:26]([CH3:29])([CH3:28])[CH3:27])=[O:24], predict the reaction product. The product is: [Cl:1][C:2]1[CH:3]=[C:4]([NH:9][C:10]([N:12]=[C:13]2[NH:17][C:16](=[O:18])[C:15](=[O:19])[N:14]2[CH:20]([CH3:22])[CH3:21])=[N:11][C:23]([O:25][C:26]([CH3:29])([CH3:28])[CH3:27])=[O:24])[CH:5]=[CH:6][C:7]=1[Cl:8]. (2) Given the reactants [CH:1]1([NH:4][C:5](=[O:31])[C:6]2[CH:11]=[C:10]([F:12])[C:9]([CH3:13])=[C:8]([C:14]3[CH:15]=[C:16]4[C:21](=[CH:22][CH:23]=3)[C:20](=[O:24])[N:19]([CH2:25][CH:26]3[CH2:28][CH2:27]3)[CH:18]=[C:17]4[CH:29]=O)[CH:7]=2)[CH2:3][CH2:2]1.[CH3:32][N:33]1[CH2:39][CH2:38][CH2:37][NH:36][CH2:35][CH2:34]1.C(O[BH-](OC(=O)C)OC(=O)C)(=O)C.[Na+].CO, predict the reaction product. The product is: [CH:1]1([NH:4][C:5](=[O:31])[C:6]2[CH:11]=[C:10]([F:12])[C:9]([CH3:13])=[C:8]([C:14]3[CH:15]=[C:16]4[C:21](=[CH:22][CH:23]=3)[C:20](=[O:24])[N:19]([CH2:25][CH:26]3[CH2:27][CH2:28]3)[CH:18]=[C:17]4[CH2:29][N:36]3[CH2:37][CH2:38][CH2:39][N:33]([CH3:32])[CH2:34][CH2:35]3)[CH:7]=2)[CH2:2][CH2:3]1. (3) Given the reactants C(OC([NH:8][C@H:9]([CH2:13][CH:14]([CH3:16])[CH3:15])[C:10]([OH:12])=O)=O)(C)(C)C.[NH2:17][C:18]1[CH:23]=[CH:22][C:21]([C:24]2[CH:29]=[CH:28][N:27]=[C:26]([NH:30][C:31](=[O:33])[CH3:32])[CH:25]=2)=[CH:20][CH:19]=1, predict the reaction product. The product is: [C:31]([NH:30][C:26]1[CH:25]=[C:24]([C:21]2[CH:22]=[CH:23][C:18]([NH:17][C:10](=[O:12])[C@H:9]([NH2:8])[CH2:13][CH:14]([CH3:15])[CH3:16])=[CH:19][CH:20]=2)[CH:29]=[CH:28][N:27]=1)(=[O:33])[CH3:32]. (4) The product is: [CH3:14][C:11]([S:9]([NH:8][C:15]([C:31]1[CH:32]=[CH:33][C:34]([O:37][CH2:38][CH2:39][CH2:40][C:41]([F:44])([F:42])[F:43])=[CH:35][CH:36]=1)([C:20]([F:30])([F:29])[C:21](=[O:28])[C:48]1[CH:49]=[CH:50][C:45]([CH3:53])=[CH:46][CH:47]=1)[C:16]([F:17])([F:18])[F:19])=[O:10])([CH3:12])[CH3:13]. Given the reactants C([N:8]([C:15]([C:31]1[CH:36]=[CH:35][C:34]([O:37][CH2:38][CH2:39][CH2:40][C:41]([F:44])([F:43])[F:42])=[CH:33][CH:32]=1)([C:20]([F:30])([F:29])[C:21](=[O:28])N1CCCCC1)[C:16]([F:19])([F:18])[F:17])[S:9]([C:11]([CH3:14])([CH3:13])[CH3:12])=[O:10])C1C=CC=CC=1.[C:45]1([CH3:53])[CH:50]=[CH:49][C:48]([Mg]Br)=[CH:47][CH:46]=1, predict the reaction product. (5) Given the reactants C(NCC)C.[CH3:6][C:7]1[NH:12][C:11](=[S:13])[NH:10][CH:9]([C:14]2[CH:19]=[CH:18][CH:17]=[CH:16][CH:15]=2)[C:8]=1[C:20]([O:22]CC=C)=[O:21], predict the reaction product. The product is: [CH3:6][C:7]1[NH:12][C:11](=[S:13])[NH:10][CH:9]([C:14]2[CH:19]=[CH:18][CH:17]=[CH:16][CH:15]=2)[C:8]=1[C:20]([OH:22])=[O:21]. (6) Given the reactants C([O:3][C:4](=[O:22])[CH2:5][NH:6][CH2:7][CH2:8][NH:9][S:10]([C:13]1[CH:18]=[CH:17][CH:16]=[CH:15][C:14]=1[N+:19]([O-:21])=[O:20])(=[O:12])=[O:11])C.[Li+].[OH-].[C:25](O[C:25]([O:27][C:28]([CH3:31])([CH3:30])[CH3:29])=[O:26])([O:27][C:28]([CH3:31])([CH3:30])[CH3:29])=[O:26], predict the reaction product. The product is: [C:28]([O:27][C:25]([N:6]([CH2:7][CH2:8][NH:9][S:10]([C:13]1[CH:18]=[CH:17][CH:16]=[CH:15][C:14]=1[N+:19]([O-:21])=[O:20])(=[O:11])=[O:12])[CH2:5][C:4]([OH:3])=[O:22])=[O:26])([CH3:31])([CH3:30])[CH3:29]. (7) Given the reactants C1N=CN([C:6](N2C=NC=C2)=[O:7])C=1.[F:13][C:14]1[C:19]2[CH:20]=[CH:21][O:22][C:18]=2[C:17]([NH2:23])=[C:16]([NH:24][C:25]2[CH:30]=[CH:29][C:28]([I:31])=[CH:27][C:26]=2[F:32])[C:15]=1[F:33].C(OCC)(=O)C, predict the reaction product. The product is: [F:33][C:15]1[C:16]2[N:24]([C:25]3[CH:30]=[CH:29][C:28]([I:31])=[CH:27][C:26]=3[F:32])[C:6](=[O:7])[NH:23][C:17]=2[C:18]2[O:22][CH:21]=[CH:20][C:19]=2[C:14]=1[F:13].